From a dataset of Reaction yield outcomes from USPTO patents with 853,638 reactions. Predict the reaction yield, written as a fraction of the theoretical maximum amount of product (1.0 means a 100% yield; for example, 0.34 means a 34% yield). (1) The reactants are [F:1][C:2]1[CH:7]=[CH:6][C:5]([C:8]2[C:12]([C:13]3[CH:18]=[CH:17][N:16]=[C:15]([NH2:19])[CH:14]=3)=[CH:11][N:10]([CH:20]([CH3:22])[CH3:21])[N:9]=2)=[CH:4][CH:3]=1.C(N(CC)CC)C.[CH:30]1([C:33](Cl)=[O:34])[CH2:32][CH2:31]1. The catalyst is O1CCCC1. The product is [F:1][C:2]1[CH:3]=[CH:4][C:5]([C:8]2[C:12]([C:13]3[CH:18]=[CH:17][N:16]=[C:15]([NH:19][C:33]([CH:30]4[CH2:32][CH2:31]4)=[O:34])[CH:14]=3)=[CH:11][N:10]([CH:20]([CH3:22])[CH3:21])[N:9]=2)=[CH:6][CH:7]=1. The yield is 0.400. (2) The reactants are [H-].[Na+].[SH:3][C:4]1[S:5][C:6]2[CH:12]=[C:11]([C:13]#[N:14])[CH:10]=[CH:9][C:7]=2[N:8]=1.I[CH3:16].O. The catalyst is CN(C=O)C. The product is [CH3:16][S:3][C:4]1[S:5][C:6]2[CH:12]=[C:11]([C:13]#[N:14])[CH:10]=[CH:9][C:7]=2[N:8]=1. The yield is 0.890.